From a dataset of Reaction yield outcomes from USPTO patents with 853,638 reactions. Predict the reaction yield, written as a fraction of the theoretical maximum amount of product (1.0 means a 100% yield; for example, 0.34 means a 34% yield). (1) The reactants are [N+:1]([C:4]1[CH:9]=[C:8]([C:10]([F:13])([F:12])[F:11])[CH:7]=[CH:6][C:5]=1[C:14]1[CH:19]=[CH:18][CH:17]=[CH:16][CH:15]=1)([O-])=O.C1COCC1.CCO. The catalyst is C(O)C. The product is [F:11][C:10]([F:12])([F:13])[C:8]1[CH:7]=[CH:6][C:5]([C:14]2[CH:19]=[CH:18][CH:17]=[CH:16][CH:15]=2)=[C:4]([NH2:1])[CH:9]=1. The yield is 1.00. (2) The reactants are [C:9](O[C:9]([O:11][C:12]([CH3:15])([CH3:14])[CH3:13])=[O:10])([O:11][C:12]([CH3:15])([CH3:14])[CH3:13])=[O:10].[Cl:16][C:17]1[C:26]([N:27]2[CH2:32][CH2:31][NH:30][CH2:29][CH2:28]2)=[N:25][C:24]2[C:19](=[CH:20][CH:21]=[CH:22][CH:23]=2)[N:18]=1.C(N(CC)CC)C.ClCCl. The catalyst is O.C1(C)C=CC=CC=1. The product is [C:12]([O:11][C:9]([N:30]1[CH2:31][CH2:32][N:27]([C:26]2[C:17]([Cl:16])=[N:18][C:19]3[C:24](=[CH:23][CH:22]=[CH:21][CH:20]=3)[N:25]=2)[CH2:28][CH2:29]1)=[O:10])([CH3:13])([CH3:14])[CH3:15]. The yield is 1.00. (3) The product is [Br:1][C:2]1[N:7]=[C:6]([NH:8][CH2:16][CH:17]2[CH2:22][O:21][CH2:20][C:19]([CH3:24])([CH3:23])[O:18]2)[CH:5]=[CH:4][CH:3]=1. The yield is 0.390. The reactants are [Br:1][C:2]1[N:7]=[C:6]([NH2:8])[CH:5]=[CH:4][CH:3]=1.[H-].[Na+].CS(O[CH2:16][CH:17]1[CH2:22][O:21][CH2:20][C:19]([CH3:24])([CH3:23])[O:18]1)(=O)=O. The catalyst is CN(C=O)C.CCOC(C)=O.